From a dataset of Experimentally validated miRNA-target interactions with 360,000+ pairs, plus equal number of negative samples. Binary Classification. Given a miRNA mature sequence and a target amino acid sequence, predict their likelihood of interaction. The miRNA is rno-miR-181d-3p with sequence CCACCGGGGGAUGAAUGUCA. The protein sequence of the target gene is MEKRLQEAQVYKEEGNQRYREGKYRDAVSRYHRALLQLRGLDPSLPSPLSSLGPQGPALTPEQENILHTIQTHCYNNLAACLLQMEPVNYERVREYSQKVLERQPDNAKALYRAGVAFFHLQDYDRARHHLLAAVNRQPKDANVRRYLQLTQSELSSYHRKEKQLYLGMFG. Result: 0 (no interaction).